Dataset: Forward reaction prediction with 1.9M reactions from USPTO patents (1976-2016). Task: Predict the product of the given reaction. (1) Given the reactants C[O:2][C:3]([C:5]1[N:6]=[C:7]([CH2:21][CH3:22])[N:8]([C:11]2[CH:16]=[CH:15][CH:14]=[CH:13][C:12]=2[C:17]([F:20])([F:19])[F:18])[C:9]=1[CH3:10])=[O:4].[OH-].[Na+], predict the reaction product. The product is: [CH2:21]([C:7]1[N:8]([C:11]2[CH:16]=[CH:15][CH:14]=[CH:13][C:12]=2[C:17]([F:20])([F:19])[F:18])[C:9]([CH3:10])=[C:5]([C:3]([OH:4])=[O:2])[N:6]=1)[CH3:22]. (2) The product is: [Cl:1][C:2]1[N:3]=[C:4]2[CH:9]=[CH:8][C:7]([CH2:13][CH2:14][CH3:15])=[N:6][N:5]2[CH:11]=1. Given the reactants [Cl:1][C:2]1[N:3]=[C:4]2[CH:9]=[CH:8][C:7](Cl)=[N:6][N:5]2[CH:11]=1.O1C[CH2:15][CH2:14][CH2:13]1.C([Mg]Cl)CC, predict the reaction product. (3) Given the reactants CC1(C)C(C)(C)OB([C:9]2[CH:10]=[CH:11][C:12]3[C:16]4[CH:17]=[CH:18][C:19]([B:21]5[O:25][C:24]([CH3:27])([CH3:26])[C:23]([CH3:29])([CH3:28])[O:22]5)=[CH:20][C:15]=4[S:14][C:13]=3[CH:30]=2)O1.Br[C:33]1[CH:34]=[CH:35][C:36]2[N:40]=[C:39]([C@@H:41]3[CH2:45][CH2:44][CH2:43][N:42]3[C:46]([O:48][C:49]([CH3:52])([CH3:51])[CH3:50])=[O:47])[NH:38][C:37]=2[CH:53]=1.C(=O)([O-])[O-].[K+].[K+].ClC(Cl)C, predict the reaction product. The product is: [CH3:27][C:24]1([CH3:26])[C:23]([CH3:28])([CH3:29])[O:22][B:21]([C:19]2[CH:18]=[CH:17][C:16]3[C:12]4[CH:11]=[CH:10][C:9]([C:33]5[CH:34]=[CH:35][C:36]6[N:40]=[C:39]([C@@H:41]7[CH2:45][CH2:44][CH2:43][N:42]7[C:46]([O:48][C:49]([CH3:51])([CH3:50])[CH3:52])=[O:47])[NH:38][C:37]=6[CH:53]=5)=[CH:30][C:13]=4[S:14][C:15]=3[CH:20]=2)[O:25]1. (4) Given the reactants [NH2:1][C:2]1[CH:3]=[CH:4][C:5]([F:17])=[C:6]([C@:8]2([CH3:16])[C@@H:13]([F:14])[CH2:12][O:11][C:10]([NH2:15])=[N:9]2)[CH:7]=1.[CH3:18][N:19]1[C:23]([C:24](O)=[O:25])=[CH:22][C:21]([C:27]([F:30])([F:29])[F:28])=[N:20]1, predict the reaction product. The product is: [NH2:15][C:10]1[O:11][CH2:12][C@H:13]([F:14])[C@:8]([C:6]2[CH:7]=[C:2]([NH:1][C:24]([C:23]3[N:19]([CH3:18])[N:20]=[C:21]([C:27]([F:30])([F:28])[F:29])[CH:22]=3)=[O:25])[CH:3]=[CH:4][C:5]=2[F:17])([CH3:16])[N:9]=1. (5) The product is: [C@@H:6]1([O:24][C:25]2[C:29]([CH2:30][C:31]3[CH:32]=[CH:33][C:34]([CH2:37][CH2:38][CH2:39][C:40](=[O:48])[NH:41][C:42]([C:45]([N:80]4[CH2:81][CH2:82][N:77]([CH2:76][CH2:75][OH:74])[CH2:78][CH2:79]4)=[O:46])([CH3:44])[CH3:43])=[CH:35][CH:36]=3)=[C:28]([CH:49]([CH3:51])[CH3:50])[NH:27][N:26]=2)[O:7][C@H:8]([CH2:19][OH:20])[C@H:9]([OH:15])[C@H:10]([OH:11])[C@H:5]1[OH:4]. Given the reactants C([O:4][C@@H:5]1[C@@H:10]([O:11]C(=O)C)[C@@H:9]([O:15]C(=O)C)[C@@H:8]([CH2:19][O:20]C(=O)C)[O:7][C@H:6]1[O:24][C:25]1[C:29]([CH2:30][C:31]2[CH:36]=[CH:35][C:34]([CH2:37][CH2:38][CH2:39][C:40](=[O:48])[NH:41][C:42]([C:45](O)=[O:46])([CH3:44])[CH3:43])=[CH:33][CH:32]=2)=[C:28]([CH:49]([CH3:51])[CH3:50])[NH:27][N:26]=1)(=O)C.Cl.C(N=C=NCCCN(C)C)C.ON1C2C=CC=CC=2N=N1.[OH:74][CH2:75][CH2:76][N:77]1[CH2:82][CH2:81][NH:80][CH2:79][CH2:78]1.[OH-].[Na+], predict the reaction product.